This data is from Peptide-MHC class II binding affinity with 134,281 pairs from IEDB. The task is: Regression. Given a peptide amino acid sequence and an MHC pseudo amino acid sequence, predict their binding affinity value. This is MHC class II binding data. (1) The peptide sequence is VGPLTVNEKRRLKLI. The MHC is DRB1_1101 with pseudo-sequence DRB1_1101. The binding affinity (normalized) is 0.186. (2) The peptide sequence is GLIIGIFAAMLATLP. The MHC is HLA-DQA10501-DQB10301 with pseudo-sequence HLA-DQA10501-DQB10301. The binding affinity (normalized) is 0.290. (3) The peptide sequence is YVDRFFKTLRAEQATQEV. The MHC is DRB1_1501 with pseudo-sequence DRB1_1501. The binding affinity (normalized) is 0.436. (4) The MHC is DRB1_0802 with pseudo-sequence DRB1_0802. The binding affinity (normalized) is 0.235. The peptide sequence is EFESLFKCLSHISLS.